From a dataset of Reaction yield outcomes from USPTO patents with 853,638 reactions. Predict the reaction yield, written as a fraction of the theoretical maximum amount of product (1.0 means a 100% yield; for example, 0.34 means a 34% yield). (1) The reactants are CC(C[AlH]CC(C)C)C.[CH:10]1([N:15]2[C:19]3[N:20]=[C:21]([S:24][CH3:25])[N:22]=[CH:23][C:18]=3[CH:17]=[C:16]2[C:26](OC)=[O:27])[CH2:14][CH2:13][CH2:12][CH2:11]1. The catalyst is ClCCl.CO. The product is [CH:10]1([N:15]2[C:19]3[N:20]=[C:21]([S:24][CH3:25])[N:22]=[CH:23][C:18]=3[CH:17]=[C:16]2[CH2:26][OH:27])[CH2:11][CH2:12][CH2:13][CH2:14]1. The yield is 0.756. (2) The product is [N:1]([CH2:19][CH2:18][CH2:17][N:14]1[CH:15]=[CH:16][C:12]([C:9]2[CH:8]=[CH:7][C:6]([F:5])=[CH:11][CH:10]=2)=[C:13]1[C:31]1[CH:36]=[CH:35][N:34]=[CH:33][CH:32]=1)=[N+:2]=[N-:3]. The reactants are [N-:1]=[N+:2]=[N-:3].[Na+].[F:5][C:6]1[CH:11]=[CH:10][C:9]([C:12]2[CH:16]=[CH:15][N:14]([CH2:17][CH2:18][CH2:19]OS(C3C=CC(C)=CC=3)(=O)=O)[C:13]=2[C:31]2[CH:36]=[CH:35][N:34]=[CH:33][CH:32]=2)=[CH:8][CH:7]=1.O. The yield is 0.110. The catalyst is CS(C)=O.